Dataset: Forward reaction prediction with 1.9M reactions from USPTO patents (1976-2016). Task: Predict the product of the given reaction. (1) Given the reactants [Cl:1][C:2]1[CH:7]=[CH:6][C:5]([S:8]([NH:11][CH:12]([CH2:15][CH3:16])[CH2:13][CH3:14])(=[O:10])=[O:9])=[CH:4][CH:3]=1.Br[CH2:18][C:19]1[CH:26]=[CH:25][C:22]([C:23]#[N:24])=[CH:21][N:20]=1.C([O-])([O-])=O.[K+].[K+], predict the reaction product. The product is: [Cl:1][C:2]1[CH:3]=[CH:4][C:5]([S:8]([N:11]([CH2:18][C:19]2[CH:26]=[CH:25][C:22]([C:23]#[N:24])=[CH:21][N:20]=2)[CH:12]([CH2:15][CH3:16])[CH2:13][CH3:14])(=[O:10])=[O:9])=[CH:6][CH:7]=1. (2) Given the reactants [CH3:1][O:2][C:3]1[CH:4]=[C:5]([CH:7]=[C:8]([O:12][CH3:13])[C:9]=1[O:10][CH3:11])[NH2:6].[CH3:14][O:15][C:16]1[CH:21]=[CH:20][C:19]([S:22](Cl)(=[O:24])=[O:23])=[CH:18][CH:17]=1, predict the reaction product. The product is: [CH3:14][O:15][C:16]1[CH:17]=[CH:18][C:19]([S:22]([NH:6][C:5]2[CH:7]=[C:8]([O:12][CH3:13])[C:9]([O:10][CH3:11])=[C:3]([O:2][CH3:1])[CH:4]=2)(=[O:24])=[O:23])=[CH:20][CH:21]=1.